From a dataset of Forward reaction prediction with 1.9M reactions from USPTO patents (1976-2016). Predict the product of the given reaction. Given the reactants [C:1]1([C@:7]23[CH2:15][NH:14][CH2:13][C@H:12]2[CH2:11][S:10][C:9]([NH:16][C:17](=[O:24])[C:18]2[CH:23]=[CH:22][CH:21]=[CH:20][CH:19]=2)=[N:8]3)[CH:6]=[CH:5][CH:4]=[CH:3][CH:2]=1.[F:25][C:26]1[CH:27]=[N:28][C:29](Cl)=[N:30][CH:31]=1.O1CCOCC1.C(N(CC)CC)C, predict the reaction product. The product is: [F:25][C:26]1[CH:27]=[N:28][C:29]([N:14]2[CH2:13][C@@H:12]3[C@@:7]([C:1]4[CH:2]=[CH:3][CH:4]=[CH:5][CH:6]=4)([N:8]=[C:9]([NH:16][C:17](=[O:24])[C:18]4[CH:19]=[CH:20][CH:21]=[CH:22][CH:23]=4)[S:10][CH2:11]3)[CH2:15]2)=[N:30][CH:31]=1.